This data is from Full USPTO retrosynthesis dataset with 1.9M reactions from patents (1976-2016). The task is: Predict the reactants needed to synthesize the given product. (1) Given the product [CH3:53][C:18]1[N:11]2[C:10]3[CH:9]=[C:56]([C:55]([OH:58])=[O:57])[N:7]([CH2:6][C:5]4[CH:46]=[CH:47][CH:48]=[C:3]([C:2]([F:50])([F:49])[F:1])[CH:4]=4)[C:15]=3[CH:14]=[CH:13][C:12]2=[N:16][N:17]=1, predict the reactants needed to synthesize it. The reactants are: [F:1][C:2]([F:50])([F:49])[C:3]1[CH:4]=[C:5]([CH:46]=[CH:47][CH:48]=1)[CH2:6][N:7]1[C:15]2[C:10](=[N:11][C:12]([N:16](C(OC(C)(C)C)=O)[NH:17][C:18](OC(C)(C)C)=O)=[CH:13][CH:14]=2)[CH:9]=C1C(OCC1C=CC=C(C(F)(F)F)C=1)=O.[OH-].[Na+].[CH3:53]O.[C:55]([OH:58])(=[O:57])[CH3:56]. (2) Given the product [Br:22][C:20]1[N:21]=[C:16]([NH:13][CH2:12][C:11]2[C:2]([F:1])=[C:3]3[C:8](=[CH:9][C:10]=2[F:14])[N:7]=[CH:6][CH:5]=[CH:4]3)[C:17]([NH2:23])=[N:18][CH:19]=1, predict the reactants needed to synthesize it. The reactants are: [F:1][C:2]1[C:11]([CH2:12][NH2:13])=[C:10]([F:14])[CH:9]=[C:8]2[C:3]=1[CH:4]=[CH:5][CH:6]=[N:7]2.Br[C:16]1[C:17]([NH2:23])=[N:18][CH:19]=[C:20]([Br:22])[N:21]=1.C(N(CC)CC)C. (3) Given the product [ClH:1].[C:27]([NH:31][CH2:24][C:11]1[CH:12]=[C:13]([CH2:15][CH2:16][CH2:17][C:18]2[CH:23]=[CH:22][CH:21]=[CH:20][CH:19]=2)[CH:14]=[C:9]([C:4]2[CH:5]=[CH:6][C:7]([Cl:8])=[C:2]([Cl:1])[CH:3]=2)[C:10]=1[OH:26])([CH3:30])([CH3:29])[CH3:28], predict the reactants needed to synthesize it. The reactants are: [Cl:1][C:2]1[CH:3]=[C:4]([C:9]2[CH:14]=[C:13]([CH2:15][CH2:16][CH2:17][C:18]3[CH:23]=[CH:22][CH:21]=[CH:20][CH:19]=3)[CH:12]=[C:11]([CH:24]=O)[C:10]=2[OH:26])[CH:5]=[CH:6][C:7]=1[Cl:8].[C:27]([NH2:31])([CH3:30])([CH3:29])[CH3:28].